From a dataset of Reaction yield outcomes from USPTO patents with 853,638 reactions. Predict the reaction yield, written as a fraction of the theoretical maximum amount of product (1.0 means a 100% yield; for example, 0.34 means a 34% yield). The reactants are [CH3:1][Si:2]([CH:5](O)[CH3:6])([CH3:4])[CH3:3].[OH:8][C:9]1[CH:18]=[CH:17][C:16]2[CH:15]3[CH2:19][C:20](=[O:21])[CH:12]([CH:13]4[C:25](=[O:26])[O:24][C:22](=[O:23])[CH:14]43)[C:11]=2[CH:10]=1.C1(NC2CCCCC2)CCCCC1.C(N)(C)C.C([OH:47])(C)C. The catalyst is CN(C1C=CN=CC=1)C.C(#N)C. The product is [CH3:1][Si:2]([CH3:4])([CH3:3])[CH2:5][CH2:6][O:47][C:22]([CH:14]1[CH:13]([C:25]([OH:24])=[O:26])[CH:12]2[C:20](=[O:21])[CH2:19][CH:15]1[C:16]1[CH:17]=[CH:18][C:9]([OH:8])=[CH:10][C:11]=12)=[O:23]. The yield is 0.420.